From a dataset of Reaction yield outcomes from USPTO patents with 853,638 reactions. Predict the reaction yield, written as a fraction of the theoretical maximum amount of product (1.0 means a 100% yield; for example, 0.34 means a 34% yield). (1) The reactants are [CH3:1][C@@H:2]1[CH2:10][C:5]2([O:9][CH2:8][CH2:7][O:6]2)[CH2:4][C@@H:3]1[C:11]1[N:15]2[C:16]3[CH:22]=[CH:21][N:20](S(C4C=CC(C)=CC=4)(=O)=O)[C:17]=3[N:18]=[CH:19][C:14]2=[N:13][N:12]=1.[OH-].[Na+].O. The catalyst is O1CCOCC1. The product is [CH3:1][C@@H:2]1[CH2:10][C:5]2([O:9][CH2:8][CH2:7][O:6]2)[CH2:4][C@@H:3]1[C:11]1[N:15]2[C:16]3[CH:22]=[CH:21][NH:20][C:17]=3[N:18]=[CH:19][C:14]2=[N:13][N:12]=1. The yield is 0.820. (2) The yield is 0.800. The product is [Br:1][C:2]1[CH:3]=[C:4]2[C:8](=[CH:9][CH:10]=1)[CH:7]([CH3:11])[NH:6][CH2:5]2. The reactants are [Br:1][C:2]1[CH:3]=[C:4]2[C:8](=[CH:9][CH:10]=1)[CH:7]([CH3:11])[N:6](C(=O)C(C)(C)C)[CH2:5]2.[OH-].[Na+]. The catalyst is Cl.